Dataset: Catalyst prediction with 721,799 reactions and 888 catalyst types from USPTO. Task: Predict which catalyst facilitates the given reaction. (1) Reactant: [OH:1][C:2]1[C:3]([CH3:15])=[C:4]([CH:9]=[CH:10][C:11]=1[N+:12]([O-:14])=[O:13])[C:5]([O:7][CH3:8])=[O:6].[CH3:16][O:17][CH2:18][CH2:19]Cl.C(=O)([O-])[O-].[K+].[K+].[I-].[K+]. Product: [CH3:16][O:17][CH2:18][CH2:19][O:1][C:2]1[C:3]([CH3:15])=[C:4]([CH:9]=[CH:10][C:11]=1[N+:12]([O-:14])=[O:13])[C:5]([O:7][CH3:8])=[O:6]. The catalyst class is: 39. (2) Reactant: [NH2:1][C@H:2]([C:5]([OH:7])=[O:6])[CH2:3][SH:4].[C:8]([O:12][CH2:13][CH3:14])(=[O:11])[CH:9]=O. Product: [CH3:14][CH2:13][O:12][C:8]([CH:9]1[NH:1][CH:2]([C:5]([OH:7])=[O:6])[CH2:3][S:4]1)=[O:11]. The catalyst class is: 6.